From a dataset of NCI-60 drug combinations with 297,098 pairs across 59 cell lines. Regression. Given two drug SMILES strings and cell line genomic features, predict the synergy score measuring deviation from expected non-interaction effect. (1) Drug 1: C1=NC2=C(N1)C(=S)N=CN2. Drug 2: CC1=C(C=C(C=C1)C(=O)NC2=CC(=CC(=C2)C(F)(F)F)N3C=C(N=C3)C)NC4=NC=CC(=N4)C5=CN=CC=C5. Cell line: MCF7. Synergy scores: CSS=2.93, Synergy_ZIP=-1.76, Synergy_Bliss=-2.19, Synergy_Loewe=-2.90, Synergy_HSA=-1.73. (2) Drug 1: CC1=C(C=C(C=C1)C(=O)NC2=CC(=CC(=C2)C(F)(F)F)N3C=C(N=C3)C)NC4=NC=CC(=N4)C5=CN=CC=C5. Drug 2: C1CN(CCN1C(=O)CCBr)C(=O)CCBr. Cell line: K-562. Synergy scores: CSS=70.4, Synergy_ZIP=-6.77, Synergy_Bliss=-6.01, Synergy_Loewe=-27.8, Synergy_HSA=-2.87.